This data is from Retrosynthesis with 50K atom-mapped reactions and 10 reaction types from USPTO. The task is: Predict the reactants needed to synthesize the given product. (1) Given the product CCc1ncc(C#N)c(Nc2ccc3[nH]ccc3c2C)c1I, predict the reactants needed to synthesize it. The reactants are: CCc1ncc(C#N)c(Cl)c1I.Cc1c(N)ccc2[nH]ccc12. (2) Given the product CC(c1ccccc1)C1(OC(=O)C(C)(C)C)C(=O)NC(=O)NC1=O, predict the reactants needed to synthesize it. The reactants are: CC(C)(C)C(=O)Cl.CC(c1ccccc1)C1(O)C(=O)NC(=O)NC1=O. (3) Given the product COC(=O)C1=C(C)NC(C)=C(C(=O)OCCN)C1c1ccccc1[N+](=O)[O-], predict the reactants needed to synthesize it. The reactants are: COC(=O)C1=C(C)NC(C)=C(C(=O)OCCN2C(=O)c3ccccc3C2=O)C1c1ccccc1[N+](=O)[O-]. (4) Given the product COc1ccc(-c2ccc3c(c2)C(C)(C)CC3=O)cc1, predict the reactants needed to synthesize it. The reactants are: CC1(C)CC(=O)c2ccc(OS(=O)(=O)C(F)(F)F)cc21.COc1ccc(B(O)O)cc1. (5) Given the product Cn1cccc1-c1cncc(N)c1, predict the reactants needed to synthesize it. The reactants are: Cn1cccc1-c1cncc(NC(=O)OC(C)(C)C)c1.